This data is from Reaction yield outcomes from USPTO patents with 853,638 reactions. The task is: Predict the reaction yield, written as a fraction of the theoretical maximum amount of product (1.0 means a 100% yield; for example, 0.34 means a 34% yield). The reactants are C(Cl)(=O)C(Cl)=O.[OH:7][C:8]1[C:9]([CH3:17])=[C:10]([CH:14]=[CH:15][CH:16]=1)[C:11](O)=[O:12].C[N:19](C)C=O. The catalyst is ClCCl. The product is [OH:7][C:8]1[C:9]([CH3:17])=[C:10]([CH:14]=[CH:15][CH:16]=1)[C:11]([NH2:19])=[O:12]. The yield is 0.450.